Dataset: NCI-60 drug combinations with 297,098 pairs across 59 cell lines. Task: Regression. Given two drug SMILES strings and cell line genomic features, predict the synergy score measuring deviation from expected non-interaction effect. (1) Drug 1: CC=C1C(=O)NC(C(=O)OC2CC(=O)NC(C(=O)NC(CSSCCC=C2)C(=O)N1)C(C)C)C(C)C. Drug 2: C1=CC=C(C=C1)NC(=O)CCCCCCC(=O)NO. Cell line: HCT116. Synergy scores: CSS=68.2, Synergy_ZIP=1.61, Synergy_Bliss=0.767, Synergy_Loewe=-7.80, Synergy_HSA=1.51. (2) Drug 1: CN(C)N=NC1=C(NC=N1)C(=O)N. Cell line: PC-3. Drug 2: COCCOC1=C(C=C2C(=C1)C(=NC=N2)NC3=CC=CC(=C3)C#C)OCCOC.Cl. Synergy scores: CSS=7.43, Synergy_ZIP=-1.63, Synergy_Bliss=-0.270, Synergy_Loewe=-1.57, Synergy_HSA=-1.56. (3) Drug 1: CNC(=O)C1=CC=CC=C1SC2=CC3=C(C=C2)C(=NN3)C=CC4=CC=CC=N4. Drug 2: CC12CCC(CC1=CCC3C2CCC4(C3CC=C4C5=CN=CC=C5)C)O. Cell line: SK-MEL-2. Synergy scores: CSS=4.50, Synergy_ZIP=1.77, Synergy_Bliss=7.11, Synergy_Loewe=3.28, Synergy_HSA=3.79. (4) Drug 1: C1=NNC2=C1C(=O)NC=N2. Drug 2: C1C(C(OC1N2C=NC(=NC2=O)N)CO)O. Cell line: SNB-19. Synergy scores: CSS=11.7, Synergy_ZIP=-1.59, Synergy_Bliss=-0.507, Synergy_Loewe=-9.40, Synergy_HSA=0.260.